This data is from Full USPTO retrosynthesis dataset with 1.9M reactions from patents (1976-2016). The task is: Predict the reactants needed to synthesize the given product. (1) Given the product [Cl:1][C:2]1[CH:33]=[CH:32][C:5]([CH2:6][CH:7]([CH2:12][C:13]([N:14]2[CH2:19][CH2:18][CH:17]([N:20]3[CH2:29][C:28]4[C:23](=[CH:24][CH:25]=[CH:26][CH:27]=4)[NH:22][C:21]3=[O:30])[CH2:16][CH2:15]2)=[O:31])[C:8]([N:84]2[CH2:85][CH2:86][CH:81]([CH:78]3[CH2:77][CH2:76][N:75]([CH3:74])[CH2:80][CH2:79]3)[CH2:82][CH2:83]2)=[O:10])=[CH:4][C:3]=1[C:34]([F:36])([F:37])[F:35], predict the reactants needed to synthesize it. The reactants are: [Cl:1][C:2]1[CH:33]=[CH:32][C:5]([CH2:6][CH:7]([CH2:12][C:13](=[O:31])[N:14]2[CH2:19][CH2:18][CH:17]([N:20]3[CH2:29][C:28]4[C:23](=[CH:24][CH:25]=[CH:26][CH:27]=4)[NH:22][C:21]3=[O:30])[CH2:16][CH2:15]2)[C:8]([O:10]C)=O)=[CH:4][C:3]=1[C:34]([F:37])([F:36])[F:35].ClC1C=CC(CC(CC(=O)N2CCC(N3CC4C(=CC=CC=4)NC3=O)CC2)C(O)=O)=CC=1C(F)(F)F.[CH3:74][N:75]1[CH2:80][CH2:79][CH:78]([CH:81]2[CH2:86][CH2:85][NH:84][CH2:83][CH2:82]2)[CH2:77][CH2:76]1. (2) Given the product [ClH:31].[CH3:1][N:2]1[C:6]([CH3:8])([CH3:7])[CH2:5][S:4][C:3]1=[N:9][NH:10][C:11](=[O:30])[C:12](=[O:29])[CH:13]([NH:20][C:21]([CH:23]1[CH2:28][CH2:27][CH2:26][CH2:25][CH2:24]1)=[O:22])[CH:14]1[CH2:19][CH2:18][O:17][CH2:16][CH2:15]1, predict the reactants needed to synthesize it. The reactants are: [CH3:1][N:2]1[C:6]([CH3:8])([CH3:7])[CH2:5][S:4][C:3]1=[N:9][NH:10][C:11](=[O:30])[C:12](=[O:29])[CH:13]([NH:20][C:21]([CH:23]1[CH2:28][CH2:27][CH2:26][CH2:25][CH2:24]1)=[O:22])[CH:14]1[CH2:19][CH2:18][O:17][CH2:16][CH2:15]1.[ClH:31].C(OCC)(=O)C. (3) Given the product [NH2:10][C@@H:9]([C:11]1[CH:16]=[CH:15][CH:14]=[CH:13][CH:12]=1)[C@@H:1]([NH:2][S:24]([C:27]1[C:39]2[C:31](=[C:32]([N:33]([CH3:35])[CH3:34])[CH:36]=[CH:37][CH:38]=2)[CH:30]=[CH:29][CH:28]=1)(=[O:26])=[O:25])[C:3]1[CH:8]=[CH:7][CH:6]=[CH:5][CH:4]=1, predict the reactants needed to synthesize it. The reactants are: [C@@H:1]([C@H:9]([C:11]1[CH:16]=[CH:15][CH:14]=[CH:13][CH:12]=1)[NH2:10])([C:3]1[CH:8]=[CH:7][CH:6]=[CH:5][CH:4]=1)[NH2:2].C(N(CC)CC)C.[S:24](Cl)([C:27]1[C:39]2[CH:38]=[CH:37][CH:36]=[C:32]([N:33]([CH3:35])[CH3:34])[C:31]=2[CH:30]=[CH:29][CH:28]=1)(=[O:26])=[O:25]. (4) Given the product [N:1]1[C:10]2[C:5](=[CH:6][CH:7]=[CH:8][CH:9]=2)[N:4]=[CH:3][C:2]=1[C:11]1[CH:12]=[C:13]([NH:17][S:19]([CH3:18])(=[O:21])=[O:20])[CH:14]=[CH:15][CH:16]=1, predict the reactants needed to synthesize it. The reactants are: [N:1]1[C:10]2[C:5](=[CH:6][CH:7]=[CH:8][CH:9]=2)[N:4]=[CH:3][C:2]=1[C:11]1[CH:12]=[C:13]([NH2:17])[CH:14]=[CH:15][CH:16]=1.[CH3:18][S:19](Cl)(=[O:21])=[O:20].